This data is from Catalyst prediction with 721,799 reactions and 888 catalyst types from USPTO. The task is: Predict which catalyst facilitates the given reaction. (1) Reactant: FC(F)(F)S(O[C:7]1[C:12]([CH3:13])=[CH:11][C:10]([CH:14]=[O:15])=[CH:9][C:8]=1[CH3:16])(=O)=O.[Cl:19][C:20]1[CH:25]=[CH:24][C:23](B(O)O)=[CH:22][CH:21]=1.COC1C=CC=C(OC)C=1C1C=CC=CC=1P(C1CCCCC1)C1CCCCC1.C(=O)([O-])[O-].[Na+].[Na+]. Product: [Cl:19][C:20]1[CH:25]=[CH:24][C:23]([C:7]2[C:12]([CH3:13])=[CH:11][C:10]([CH:14]=[O:15])=[CH:9][C:8]=2[CH3:16])=[CH:22][CH:21]=1. The catalyst class is: 720. (2) Reactant: COC1C=CC(C[N:8](CC2C=CC(OC)=CC=2)[C:9]2[N:14]=[C:13]([C:15]3[C:16]([NH:29][C:30]4[CH:31]=[N:32][C:33]([O:36][CH3:37])=[CH:34][CH:35]=4)=[N:17][CH:18]=[C:19]([C:21]([N:23]4[CH2:28][CH2:27][O:26][CH2:25][CH2:24]4)=[O:22])[CH:20]=3)[N:12]=[C:11]([CH3:38])[N:10]=2)=CC=1.OS(C(F)(F)F)(=O)=O. Product: [CH3:37][O:36][C:33]1[N:32]=[CH:31][C:30]([NH:29][C:16]2[C:15]([C:13]3[N:12]=[C:11]([CH3:38])[N:10]=[C:9]([NH2:8])[N:14]=3)=[CH:20][C:19]([C:21]([N:23]3[CH2:24][CH2:25][O:26][CH2:27][CH2:28]3)=[O:22])=[CH:18][N:17]=2)=[CH:35][CH:34]=1. The catalyst class is: 67. (3) Reactant: [Cl:1][C:2]1[CH:3]=[C:4]([S:9]([NH:12][C@H:13]([C:16]2[CH:21]=[CH:20][CH:19]=[CH:18][CH:17]=2)[CH2:14][CH3:15])(=[O:11])=[O:10])[CH:5]=[CH:6][C:7]=1[Cl:8].Br[CH2:23][C:24]1[CH:33]=[CH:32][C:27]([C:28]([O:30][CH3:31])=[O:29])=[CH:26][CH:25]=1.C([O-])([O-])=O.[K+].[K+]. Product: [Cl:1][C:2]1[CH:3]=[C:4]([S:9]([N:12]([CH2:23][C:24]2[CH:33]=[CH:32][C:27]([C:28]([O:30][CH3:31])=[O:29])=[CH:26][CH:25]=2)[C@H:13]([C:16]2[CH:17]=[CH:18][CH:19]=[CH:20][CH:21]=2)[CH2:14][CH3:15])(=[O:11])=[O:10])[CH:5]=[CH:6][C:7]=1[Cl:8]. The catalyst class is: 3. (4) Reactant: [C:1]([O:5][C:6]([N:8]1[CH2:13][CH2:12][CH:11]([CH2:14][CH2:15][CH2:16][CH:17]([O:23][Si](C(C)(C)C)(C)C)[C:18]2[O:19][CH:20]=[CH:21][N:22]=2)[CH2:10][CH2:9]1)=[O:7])([CH3:4])([CH3:3])[CH3:2].C([O:35][C:36](N1CCC(CCCC(O)C2OC=CN=2)CC1)=[O:37])(C)(C)C.N1C=CN=C1.[Si](Cl)(C(C)(C)C)(C)C. Product: [C:1]([O:5][C:6]([N:8]1[CH2:13][CH2:12][CH:11]([CH2:14][CH2:15][CH2:16][C:17]([C:18]2[O:19][C:20]([C:36]([OH:37])=[O:35])=[CH:21][N:22]=2)=[O:23])[CH2:10][CH2:9]1)=[O:7])([CH3:4])([CH3:2])[CH3:3]. The catalyst class is: 2. (5) Reactant: [F:1][C:2]1[CH:7]=[CH:6][C:5]([NH:8][C:9]2[C:10]3[C:17]([CH3:18])=[C:16]([C:19]([O:21]C)=O)[S:15][C:11]=3[N:12]=[CH:13][N:14]=2)=[C:4]([O:23][C@H:24]2[CH2:29][CH2:28][C@H:27]([NH:30]C(=O)C(F)(F)F)[CH2:26][CH2:25]2)[CH:3]=1.[NH3:37]. Product: [NH2:30][C@H:27]1[CH2:26][CH2:25][C@H:24]([O:23][C:4]2[CH:3]=[C:2]([F:1])[CH:7]=[CH:6][C:5]=2[NH:8][C:9]2[C:10]3[C:17]([CH3:18])=[C:16]([C:19]([NH2:37])=[O:21])[S:15][C:11]=3[N:12]=[CH:13][N:14]=2)[CH2:29][CH2:28]1. The catalyst class is: 5. (6) Reactant: [Cl:1][C:2]1[CH:7]=[C:6]([Cl:8])[CH:5]=[CH:4][C:3]=1[C:9]1([C:12]([N:14]2[CH2:18][CH2:17][CH:16]([OH:19])[CH2:15]2)=[O:13])[CH2:11][CH2:10]1.CC(C)=O. Product: [Cl:1][C:2]1[CH:7]=[C:6]([Cl:8])[CH:5]=[CH:4][C:3]=1[C:9]1([C:12]([N:14]2[CH2:18][CH2:17][C:16](=[O:19])[CH2:15]2)=[O:13])[CH2:11][CH2:10]1. The catalyst class is: 6. (7) Reactant: [O:1]=[C:2]1[C:10]2[C:5](=[CH:6][CH:7]=[CH:8][CH:9]=2)[C:4](=[O:11])[N:3]1[CH2:12][CH2:13][CH2:14][CH2:15][CH2:16][CH2:17][CH2:18][N:19]([CH2:59][CH2:60][CH2:61][CH2:62][CH2:63][CH2:64][CH2:65][N:66]1[C:74](=[O:75])[C:73]2[C:68](=[CH:69][CH:70]=[CH:71][CH:72]=2)[C:67]1=[O:76])[C:20]([C:22]1[N:26]([CH2:27][C:28]2[CH:33]=[CH:32][CH:31]=[C:30]([CH2:34][OH:35])[CH:29]=2)[C:25]([C:36]#[C:37][C:38]([OH:51])([C:45]2[CH:50]=[CH:49][CH:48]=[CH:47][CH:46]=2)[C:39]2[CH:44]=[CH:43][CH:42]=[CH:41][CH:40]=2)=[C:24](/[CH:52]=[CH:53]/[C:54]([O:56][CH2:57][CH3:58])=[O:55])[CH:23]=1)=[O:21]. Product: [O:1]=[C:2]1[C:10]2[C:5](=[CH:6][CH:7]=[CH:8][CH:9]=2)[C:4](=[O:11])[N:3]1[CH2:12][CH2:13][CH2:14][CH2:15][CH2:16][CH2:17][CH2:18][N:19]([CH2:59][CH2:60][CH2:61][CH2:62][CH2:63][CH2:64][CH2:65][N:66]1[C:67](=[O:76])[C:68]2[C:73](=[CH:72][CH:71]=[CH:70][CH:69]=2)[C:74]1=[O:75])[C:20]([C:22]1[N:26]([CH2:27][C:28]2[CH:33]=[CH:32][CH:31]=[C:30]([CH2:34][OH:35])[CH:29]=2)[C:25]([CH2:36][CH2:37][C:38]([OH:51])([C:39]2[CH:40]=[CH:41][CH:42]=[CH:43][CH:44]=2)[C:45]2[CH:46]=[CH:47][CH:48]=[CH:49][CH:50]=2)=[C:24]([CH2:52][CH2:53][C:54]([O:56][CH2:57][CH3:58])=[O:55])[CH:23]=1)=[O:21]. The catalyst class is: 99. (8) Product: [OH:20][C@H:19]([C:21]1[CH:22]=[N:23][CH:24]=[CH:25][CH:26]=1)[CH2:18][NH:17][C:14]([C@H:9]1[CH2:8][CH2:7][C:6]2[C:11](=[CH:12][CH:13]=[C:4]([N+:1]([O-:3])=[O:2])[CH:5]=2)[O:10]1)=[O:16]. The catalyst class is: 2. Reactant: [N+:1]([C:4]1[CH:5]=[C:6]2[C:11](=[CH:12][CH:13]=1)[O:10][C@@H:9]([C:14]([OH:16])=O)[CH2:8][CH2:7]2)([O-:3])=[O:2].[NH2:17][CH2:18][C@@H:19]([C:21]1[CH:22]=[N:23][CH:24]=[CH:25][CH:26]=1)[OH:20].C(N(CC)CC)C.OC1C2N=NNC=2C=CC=1.CCN=C=NCCCN(C)C.Cl.